From a dataset of Catalyst prediction with 721,799 reactions and 888 catalyst types from USPTO. Predict which catalyst facilitates the given reaction. (1) Reactant: [OH-].[Na+].[CH3:3][C:4]1[C:9]([CH2:10][S+:11]([O-:21])[C:12]2[NH:13][C:14]3[CH:15]=[CH:16][CH:17]=[CH:18][C:19]=3[N:20]=2)=[N:8][CH:7]=[CH:6][C:5]=1[O:22][CH2:23][CH2:24][CH2:25][O:26][CH3:27].C([O-])(=O)C.[Ca+2:32].C([O-])(=O)C. Product: [CH3:3][C:4]1[C:9]([CH2:10][S+:11]([O-:21])[C:12]2[NH:13][C:14]3[CH:15]=[CH:16][CH:17]=[CH:18][C:19]=3[N:20]=2)=[N:8][CH:7]=[CH:6][C:5]=1[O:22][CH2:23][CH2:24][CH2:25][O:26][CH3:27].[Ca:32]. The catalyst class is: 5. (2) Reactant: N1C=CN=C1.[C:6]([Si:10](Cl)([CH3:12])[CH3:11])([CH3:9])([CH3:8])[CH3:7].[Br:14][C:15]1[CH:20]=[CH:19][C:18]([CH2:21][CH2:22][OH:23])=[C:17]([CH2:24][CH3:25])[CH:16]=1. Product: [Br:14][C:15]1[CH:20]=[CH:19][C:18]([CH2:21][CH2:22][O:23][Si:10]([C:6]([CH3:9])([CH3:8])[CH3:7])([CH3:12])[CH3:11])=[C:17]([CH2:24][CH3:25])[CH:16]=1. The catalyst class is: 2.